This data is from Forward reaction prediction with 1.9M reactions from USPTO patents (1976-2016). The task is: Predict the product of the given reaction. (1) Given the reactants N.[Na].[O:3]=[C:4]([CH:6]=[C:7]([CH3:9])[CH3:8])[CH3:5].[CH2:10](I)[CH2:11][CH2:12][CH2:13][CH3:14], predict the reaction product. The product is: [CH3:8][C:7](=[C:6]([CH2:10][CH2:11][CH2:12][CH2:13][CH3:14])[C:4](=[O:3])[CH3:5])[CH3:9]. (2) Given the reactants [NH2:1][C@@H:2]([CH2:49][NH:50]C(OC(C)(C)C)=O)[C:3]([NH:5][C:6]1[CH:7]=[C:8]([CH:42]=[CH:43][C:44]=1[CH2:45][N:46]([CH3:48])[CH3:47])[C:9]([NH:11][C@H:12]([B:29]1[O:37]C2C(C)(C3CC(C2)C3(C)C)[O:30]1)[CH2:13][C:14]1[C:15](OC)=[C:16]([CH:24]=[CH:25][CH:26]=1)[C:17]([O:19]C(C)(C)C)=[O:18])=[O:10])=[O:4].B(Cl)(Cl)Cl, predict the reaction product. The product is: [NH2:1][C@@H:2]([CH2:49][NH2:50])[C:3]([NH:5][C:6]1[CH:7]=[C:8]([CH:42]=[CH:43][C:44]=1[CH2:45][N:46]([CH3:48])[CH3:47])[C:9]([NH:11][C@H:12]1[CH2:13][C:14]2[CH:26]=[CH:25][CH:24]=[C:16]([C:17]([OH:19])=[O:18])[C:15]=2[O:37][B:29]1[OH:30])=[O:10])=[O:4]. (3) Given the reactants [I:1][C:2]1[CH:3]=[C:4]([CH:8]=[C:9]([C:11]([O:13][CH3:14])=[O:12])[CH:10]=1)[C:5]([OH:7])=O.C(N(C(C)C)CC)(C)C.CN(C(ON1N=N[C:34]2[CH:35]=[CH:36][CH:37]=[N:38][C:33]1=2)=[N+](C)C)C.F[P-](F)(F)(F)(F)F.C(NCCC)C, predict the reaction product. The product is: [CH2:33]([N:38]([CH2:37][CH2:36][CH3:35])[C:5]([C:4]1[CH:8]=[C:9]([CH:10]=[C:2]([I:1])[CH:3]=1)[C:11]([O:13][CH3:14])=[O:12])=[O:7])[CH3:34]. (4) Given the reactants [N+:1]([C:4]1[CH:9]=[CH:8][CH:7]=[CH:6][C:5]=1[C:10]1[O:14][C:13]([C:15]2[CH:23]=[CH:22][C:18]([C:19]([OH:21])=[O:20])=[CH:17][CH:16]=2)=[N:12][N:11]=1)([O-:3])=[O:2].S(=O)(=O)(O)O.[CH2:29](O)[CH3:30], predict the reaction product. The product is: [N+:1]([C:4]1[CH:9]=[CH:8][CH:7]=[CH:6][C:5]=1[C:10]1[O:14][C:13]([C:15]2[CH:23]=[CH:22][C:18]([C:19]([O:21][CH2:29][CH3:30])=[O:20])=[CH:17][CH:16]=2)=[N:12][N:11]=1)([O-:3])=[O:2]. (5) Given the reactants [Cl:1][C:2]1[CH:26]=[CH:25][CH:24]=[C:23]([Cl:27])[C:3]=1[C:4]([NH:6][CH2:7][C:8]1[CH:13]=[CH:12][C:11]([C:14]2[CH:19]=[CH:18][N:17]([CH2:20]Cl)[C:16](=[O:22])[CH:15]=2)=[CH:10][CH:9]=1)=[O:5].C(=O)([O-])[O-].[K+].[K+].[C:34]([O:38][P:39]([O-:46])([O:41][C:42]([CH3:45])([CH3:44])[CH3:43])=[O:40])([CH3:37])([CH3:36])[CH3:35].[K+].C(OCC)(=O)C, predict the reaction product. The product is: [Cl:1][C:2]1[CH:26]=[CH:25][CH:24]=[C:23]([Cl:27])[C:3]=1[C:4]([NH:6][CH2:7][C:8]1[CH:13]=[CH:12][C:11]([C:14]2[CH:19]=[CH:18][N:17]([CH2:20][O:46][P:39](=[O:40])([O:38][C:34]([CH3:37])([CH3:36])[CH3:35])[O:41][C:42]([CH3:43])([CH3:44])[CH3:45])[C:16](=[O:22])[CH:15]=2)=[CH:10][CH:9]=1)=[O:5]. (6) Given the reactants [Cl:1][C:2]1[CH:12]=[C:11]([NH:13][CH2:14][CH3:15])[C:5]([C:6](OCC)=[O:7])=[CH:4][N:3]=1.[H-].[H-].[H-].[H-].[Li+].[Al+3], predict the reaction product. The product is: [Cl:1][C:2]1[N:3]=[CH:4][C:5]([CH2:6][OH:7])=[C:11]([NH:13][CH2:14][CH3:15])[CH:12]=1.